Dataset: NCI-60 drug combinations with 297,098 pairs across 59 cell lines. Task: Regression. Given two drug SMILES strings and cell line genomic features, predict the synergy score measuring deviation from expected non-interaction effect. (1) Drug 1: CC1C(C(=O)NC(C(=O)N2CCCC2C(=O)N(CC(=O)N(C(C(=O)O1)C(C)C)C)C)C(C)C)NC(=O)C3=C4C(=C(C=C3)C)OC5=C(C(=O)C(=C(C5=N4)C(=O)NC6C(OC(=O)C(N(C(=O)CN(C(=O)C7CCCN7C(=O)C(NC6=O)C(C)C)C)C)C(C)C)C)N)C. Drug 2: C1=CC=C(C=C1)NC(=O)CCCCCCC(=O)NO. Cell line: OVCAR-5. Synergy scores: CSS=7.41, Synergy_ZIP=-9.04, Synergy_Bliss=-2.44, Synergy_Loewe=-7.89, Synergy_HSA=-6.18. (2) Drug 1: CCCCCOC(=O)NC1=NC(=O)N(C=C1F)C2C(C(C(O2)C)O)O. Drug 2: CCC1(C2=C(COC1=O)C(=O)N3CC4=CC5=C(C=CC(=C5CN(C)C)O)N=C4C3=C2)O.Cl. Cell line: CAKI-1. Synergy scores: CSS=12.4, Synergy_ZIP=5.80, Synergy_Bliss=9.21, Synergy_Loewe=-38.8, Synergy_HSA=-1.51. (3) Drug 1: C1CN1P(=S)(N2CC2)N3CC3. Drug 2: C#CCC(CC1=CN=C2C(=N1)C(=NC(=N2)N)N)C3=CC=C(C=C3)C(=O)NC(CCC(=O)O)C(=O)O. Cell line: OVCAR3. Synergy scores: CSS=51.9, Synergy_ZIP=2.63, Synergy_Bliss=-2.65, Synergy_Loewe=-20.8, Synergy_HSA=-3.06. (4) Drug 1: C1CN1C2=NC(=NC(=N2)N3CC3)N4CC4. Drug 2: CC1=CC2C(CCC3(C2CCC3(C(=O)C)OC(=O)C)C)C4(C1=CC(=O)CC4)C. Cell line: SNB-19. Synergy scores: CSS=40.4, Synergy_ZIP=-0.360, Synergy_Bliss=0.149, Synergy_Loewe=-10.8, Synergy_HSA=0.544. (5) Drug 1: CCC1=CC2CC(C3=C(CN(C2)C1)C4=CC=CC=C4N3)(C5=C(C=C6C(=C5)C78CCN9C7C(C=CC9)(C(C(C8N6C)(C(=O)OC)O)OC(=O)C)CC)OC)C(=O)OC.C(C(C(=O)O)O)(C(=O)O)O. Drug 2: CCC1(CC2CC(C3=C(CCN(C2)C1)C4=CC=CC=C4N3)(C5=C(C=C6C(=C5)C78CCN9C7C(C=CC9)(C(C(C8N6C=O)(C(=O)OC)O)OC(=O)C)CC)OC)C(=O)OC)O.OS(=O)(=O)O. Cell line: DU-145. Synergy scores: CSS=31.3, Synergy_ZIP=4.17, Synergy_Bliss=6.15, Synergy_Loewe=6.50, Synergy_HSA=6.12.